The task is: Predict which catalyst facilitates the given reaction.. This data is from Catalyst prediction with 721,799 reactions and 888 catalyst types from USPTO. Reactant: [NH2:1][C:2]([NH:4][C:5]1[C:6]([C:17]([NH2:19])=[O:18])=[N:7][N:8]([C:10]2[CH:15]=[CH:14][C:13](Br)=[CH:12][CH:11]=2)[CH:9]=1)=[O:3].N#N.[C:22]([O-:25])([O-])=[O:23].[Cs+].[Cs+]. Product: [NH2:19][C:17]([C:6]1[C:5]([NH:4][C:2]([NH2:1])=[O:3])=[CH:9][N:8]([C:10]2[CH:15]=[CH:14][C:13]([C:10]3[CH:15]=[CH:14][C:13]([C:22]([OH:25])=[O:23])=[CH:12][CH:11]=3)=[CH:12][CH:11]=2)[N:7]=1)=[O:18]. The catalyst class is: 3.